This data is from Catalyst prediction with 721,799 reactions and 888 catalyst types from USPTO. The task is: Predict which catalyst facilitates the given reaction. (1) Reactant: Cl.Cl[C:3]1[C:12]2[C:7](=[CH:8][CH:9]=[CH:10][CH:11]=2)[C:6]([CH2:13][C:14]2[CH:19]=[CH:18][N:17]=[CH:16][N:15]=2)=[N:5][N:4]=1.[Cl:20][C:21]1[CH:27]=[CH:26][C:24]([NH2:25])=[CH:23][CH:22]=1.C([O-])(O)=O.[Na+]. Product: [Cl:20][C:21]1[CH:27]=[CH:26][C:24]([NH:25][C:3]2[C:12]3[C:7](=[CH:8][CH:9]=[CH:10][CH:11]=3)[C:6]([CH2:13][C:14]3[CH:19]=[CH:18][N:17]=[CH:16][N:15]=3)=[N:5][N:4]=2)=[CH:23][CH:22]=1. The catalyst class is: 98. (2) Reactant: [C:1]([O:5][C:6](=[O:15])[NH:7][CH2:8][CH:9]1[CH2:14][CH2:13][NH:12][CH2:11][CH2:10]1)([CH3:4])([CH3:3])[CH3:2].[Cl:16][C:17]1[N:22]=[C:21](Cl)[CH:20]=[CH:19][N:18]=1.C(N(C(C)C)C(C)C)C.C(OC(=O)NCC1CCN(C2N=C(Cl)C=CN=2)CC1)(C)(C)C. Product: [C:1]([O:5][C:6](=[O:15])[NH:7][CH2:8][CH:9]1[CH2:10][CH2:11][N:12]([C:19]2[CH:20]=[CH:21][N:22]=[C:17]([Cl:16])[N:18]=2)[CH2:13][CH2:14]1)([CH3:4])([CH3:2])[CH3:3]. The catalyst class is: 8. (3) Reactant: [CH3:1][O:2][C:3]([C:5]1[CH:10]=[CH:9][C:8]([C:11]([OH:13])=O)=[CH:7][N:6]=1)=[O:4].C(N(CC)CC)C.ClC(OCC)=O.[N-:27]=[N+:28]=[N-:29].[Na+]. Product: [CH3:1][O:2][C:3]([C:5]1[CH:10]=[CH:9][C:8]([C:11]([N:27]=[N+:28]=[N-:29])=[O:13])=[CH:7][N:6]=1)=[O:4]. The catalyst class is: 95. (4) Reactant: B(Br)(Br)Br.[Cl:5][C:6]1[CH:11]=[C:10]([O:12]C)[C:9]([Cl:14])=[CH:8][C:7]=1[CH2:15][C:16]([OH:18])=[O:17].[CH3:19]O. Product: [Cl:5][C:6]1[CH:11]=[C:10]([OH:12])[C:9]([Cl:14])=[CH:8][C:7]=1[CH2:15][C:16]([O:18][CH3:19])=[O:17]. The catalyst class is: 4. (5) Reactant: C([O:3][C:4]([C:6]1[CH:7]=[C:8]2[C:13](=[CH:14][CH:15]=1)[NH:12][CH:11]([C:16]1[CH:21]=[C:20]([N:22]3[CH2:27][CH2:26][O:25][CH2:24][CH2:23]3)[CH:19]=[CH:18][C:17]=1[F:28])[C:10]([CH3:30])([CH3:29])[CH2:9]2)=[O:5])C.O.[OH-].[Li+].O.Cl. Product: [F:28][C:17]1[CH:18]=[CH:19][C:20]([N:22]2[CH2:27][CH2:26][O:25][CH2:24][CH2:23]2)=[CH:21][C:16]=1[CH:11]1[C:10]([CH3:29])([CH3:30])[CH2:9][C:8]2[C:13](=[CH:14][CH:15]=[C:6]([C:4]([OH:5])=[O:3])[CH:7]=2)[NH:12]1. The catalyst class is: 111.